Dataset: Forward reaction prediction with 1.9M reactions from USPTO patents (1976-2016). Task: Predict the product of the given reaction. (1) Given the reactants [Cl:1][C:2]1[CH:7]=[CH:6][C:5]([C:8]2[CH:9]=[C:10]([NH2:20])[CH:11]=[N:12][C:13]=2[O:14][CH2:15][C:16]([F:19])([F:18])[F:17])=[CH:4][CH:3]=1.[CH3:21][NH:22][C:23]([C:25]1[N:30]=[CH:29][C:28]([C:31](O)=[O:32])=[CH:27][CH:26]=1)=[O:24], predict the reaction product. The product is: [Cl:1][C:2]1[CH:3]=[CH:4][C:5]([C:8]2[CH:9]=[C:10]([NH:20][C:31]([C:28]3[CH:27]=[CH:26][C:25]([C:23]([NH:22][CH3:21])=[O:24])=[N:30][CH:29]=3)=[O:32])[CH:11]=[N:12][C:13]=2[O:14][CH2:15][C:16]([F:17])([F:18])[F:19])=[CH:6][CH:7]=1. (2) Given the reactants [F:1][C:2]([F:27])([F:26])[O:3][C:4]1[CH:9]=[CH:8][C:7]([N:10]2[C:14]3[CH:15]=[CH:16][C:17]4[C:22]([C:13]=3[N:12]=[CH:11]2)=[CH:21][CH:20]=[C:19](C(O)=O)[CH:18]=4)=[CH:6][CH:5]=1.C1(P(N=[N+]=[N-])(C2C=CC=CC=2)=[O:35])C=CC=CC=1.C([N:47]([CH2:50]C)CC)C.[Cl:52][C:53]1[CH:54]=[CH:55][C:56]([CH:59]([OH:61])[CH3:60])=[N:57][CH:58]=1, predict the reaction product. The product is: [F:1][C:2]([F:26])([F:27])[O:3][C:4]1[CH:5]=[CH:6][C:7]([N:10]2[C:14]3[CH:15]=[CH:16][C:17]4[C:22]([C:13]=3[N:12]=[CH:11]2)=[CH:21][CH:20]=[C:19]([NH:47][C:50](=[O:35])[O:61][CH:59]([C:56]2[CH:55]=[CH:54][C:53]([Cl:52])=[CH:58][N:57]=2)[CH3:60])[CH:18]=4)=[CH:8][CH:9]=1. (3) Given the reactants Cl.N[C:3]1[CH:13]=[CH:12][C:6]([C:7]([O:9][CH2:10][CH3:11])=[O:8])=[CH:5][C:4]=1[Br:14].N([O-])=O.[Na+].[C:19]([Cu])#[N:20].[C-]#N.[Na+], predict the reaction product. The product is: [Br:14][C:4]1[CH:5]=[C:6]([CH:12]=[CH:13][C:3]=1[C:19]#[N:20])[C:7]([O:9][CH2:10][CH3:11])=[O:8]. (4) Given the reactants [C:1]([C:5]1[CH:11]=[C:10]([CH3:12])[C:8]([NH2:9])=[C:7]([CH3:13])[CH:6]=1)([CH3:4])([CH3:3])[CH3:2].CC1C=CC=C(C)C=1N.[Cl-].[Al+3].[Cl-].[Cl-].[C:27]1([C:44]2[CH:49]=[CH:48][CH:47]=[CH:46][CH:45]=2)[CH:32]=[CH:31][CH:30]=[CH:29][C:28]=1[C:33]1O[C:35]([C:38]2[CH:43]=[CH:42][CH:41]=[CH:40][CH:39]=2)=[N:36][N:37]=1.Cl, predict the reaction product. The product is: [C:27]1([C:44]2[CH:45]=[CH:46][CH:47]=[CH:48][CH:49]=2)[CH:32]=[CH:31][CH:30]=[CH:29][C:28]=1[C:33]1[N:9]([C:8]2[C:7]([CH3:13])=[CH:6][C:5]([C:1]([CH3:4])([CH3:3])[CH3:2])=[CH:11][C:10]=2[CH3:12])[C:35]([C:38]2[CH:39]=[CH:40][CH:41]=[CH:42][CH:43]=2)=[N:36][N:37]=1. (5) Given the reactants [CH3:1][C:2]1[C:6]([CH:7](O)[C:8]2[O:9][C:10]3[CH:16]=[CH:15][C:14]([CH2:17][C:18]([NH:20][CH:21]([C:27]4[CH:32]=[CH:31][C:30]([CH3:33])=[CH:29][C:28]=4[CH3:34])[CH2:22][CH2:23][CH:24]([CH3:26])[CH3:25])=[O:19])=[CH:13][C:11]=3[CH:12]=2)=[C:5]([CH3:36])[O:4][N:3]=1.[Cl:37]COC(C)C, predict the reaction product. The product is: [Cl:37][CH:7]([C:6]1[C:2]([CH3:1])=[N:3][O:4][C:5]=1[CH3:36])[C:8]1[O:9][C:10]2[CH:16]=[CH:15][C:14]([CH2:17][C:18]([NH:20][CH:21]([C:27]3[CH:32]=[CH:31][C:30]([CH3:33])=[CH:29][C:28]=3[CH3:34])[CH2:22][CH2:23][CH:24]([CH3:26])[CH3:25])=[O:19])=[CH:13][C:11]=2[CH:12]=1. (6) Given the reactants [Cl:1][C:2]1[CH:7]=[CH:6][C:5]([C:8]2[CH:13]=[CH:12][C:11]([C:14](=O)[CH2:15][CH2:16][C:17]([OH:19])=[O:18])=[CH:10][CH:9]=2)=[C:4]([F:21])[CH:3]=1.Cl.[NH2:23][OH:24].C(=O)([O-])[O-].[Na+].[Na+], predict the reaction product. The product is: [Cl:1][C:2]1[CH:7]=[CH:6][C:5]([C:8]2[CH:13]=[CH:12][C:11]([C:14](=[N:23][OH:24])[CH2:15][CH2:16][C:17]([OH:19])=[O:18])=[CH:10][CH:9]=2)=[C:4]([F:21])[CH:3]=1. (7) The product is: [Cl:7][C:8]1[C:9]2[C:21]3[O:22][C@@H:27]([CH2:28][OH:29])[CH2:26][O:25][C:20]=3[CH:19]=[CH:18][C:10]=2[S:11][C:12]=1[C:13]([O:15][CH2:16][CH3:17])=[O:14]. Given the reactants C(=O)([O-])[O-].[K+].[K+].[Cl:7][C:8]1[C:9]2[C:21]([O:22]C=O)=[C:20]([O:25][CH2:26][C@@H:27]3[O:29][CH2:28]3)[CH:19]=[CH:18][C:10]=2[S:11][C:12]=1[C:13]([O:15][CH2:16][CH3:17])=[O:14].O, predict the reaction product.